This data is from Retrosynthesis with 50K atom-mapped reactions and 10 reaction types from USPTO. The task is: Predict the reactants needed to synthesize the given product. (1) Given the product CN(C)CC1CCN(C(=O)[C@@H](Cc2ccccc2)N(C)C(=O)[C@@H](Cc2ccc3ccccc3c2)N(C)C(=O)/C=C/CC(C)(C)NC(=O)OC(C)(C)C)CC1, predict the reactants needed to synthesize it. The reactants are: CC(C)(C/C=C/C(=O)O)NC(=O)OC(C)(C)C.CN[C@H](Cc1ccc2ccccc2c1)C(=O)N(C)[C@H](Cc1ccccc1)C(=O)N1CCC(CN(C)C)CC1. (2) Given the product O=C(NCC(=O)N1CCC(Oc2cccc(Cl)n2)CC1)c1cc(-c2ccccc2)[nH]n1, predict the reactants needed to synthesize it. The reactants are: Clc1cccc(OC2CCNCC2)n1.O=C(O)CNC(=O)c1cc(-c2ccccc2)[nH]n1. (3) Given the product CNC(=O)N1N=C(c2ccc([N+](=O)[O-])cc2)c2cc(Cl)c(Cl)cc2CC1C, predict the reactants needed to synthesize it. The reactants are: CC1Cc2cc(Cl)c(Cl)cc2C(c2ccc([N+](=O)[O-])cc2)=NN1.CN=C=O.